This data is from Full USPTO retrosynthesis dataset with 1.9M reactions from patents (1976-2016). The task is: Predict the reactants needed to synthesize the given product. (1) Given the product [OH:2][C:3]1[C:7]([CH2:14][CH2:15][C:16]2[CH:21]=[CH:20][CH:19]=[CH:18][CH:17]=2)([C:8]2[CH:13]=[CH:12][CH:11]=[CH:10][CH:9]=2)[O:6][C:5](=[O:22])[CH:4]=1, predict the reactants needed to synthesize it. The reactants are: C[O:2][C:3]1[C:7]([CH2:14][CH2:15][C:16]2[CH:21]=[CH:20][CH:19]=[CH:18][CH:17]=2)([C:8]2[CH:13]=[CH:12][CH:11]=[CH:10][CH:9]=2)[O:6][C:5](=[O:22])[CH:4]=1.Cl. (2) Given the product [NH:3]1[C:4]2[CH:9]=[CH:8][CH:7]=[CH:6][C:5]=2[N:1]=[C:2]1[C@@H:10]([NH:34][S:35]([C:38]1[CH:43]=[CH:42][CH:41]=[CH:40][CH:39]=1)(=[O:36])=[O:37])[CH2:11][C:12]1[CH:17]=[CH:16][C:15]([N:18]2[CH2:22][C:21](=[O:23])[NH:20][S:19]2(=[O:24])=[O:25])=[C:14]([OH:26])[CH:13]=1, predict the reactants needed to synthesize it. The reactants are: [NH:1]1[C:5]2[CH:6]=[CH:7][CH:8]=[CH:9][C:4]=2[N:3]=[C:2]1[C@@H:10]([NH:34][S:35]([C:38]1[CH:43]=[CH:42][CH:41]=[CH:40][CH:39]=1)(=[O:37])=[O:36])[CH2:11][C:12]1[CH:17]=[CH:16][C:15]([N:18]2[CH2:22][C:21](=[O:23])[NH:20][S:19]2(=[O:25])=[O:24])=[C:14]([O:26]CC2C=CC=CC=2)[CH:13]=1.C([O-])([O-])=O.[K+].[K+]. (3) Given the product [CH3:1][O:2][C:3]1[C:28]([O:29][CH3:30])=[CH:27][C:6]2[C:7]3[N:12]([CH:13]([C:15]([CH3:20])([CH3:19])[CH2:16][O:17][CH3:18])[CH2:14][C:5]=2[CH:4]=1)[CH:11]=[C:10]([C:21]([OH:23])=[O:22])[C:9](=[O:26])[CH:8]=3, predict the reactants needed to synthesize it. The reactants are: [CH3:1][O:2][C:3]1[C:28]([O:29][CH3:30])=[CH:27][C:6]2[C:7]3[N:12]([CH:13]([C:15]([CH3:20])([CH3:19])[CH2:16][O:17][CH3:18])[CH2:14][C:5]=2[CH:4]=1)[CH:11]=[C:10]([C:21]([O:23]CC)=[O:22])[C:9](=[O:26])[CH:8]=3.[Li+].[OH-].Cl. (4) Given the product [Cl:1][C:2]([F:14])([F:13])[C:3]1[NH:8][C:7](=[O:9])[C:6]([C:10]([NH:31][CH2:30][CH2:29][O:28][CH3:27])=[O:12])=[CH:5][CH:4]=1, predict the reactants needed to synthesize it. The reactants are: [Cl:1][C:2]([F:14])([F:13])[C:3]1[NH:8][C:7](=[O:9])[C:6]([C:10]([OH:12])=O)=[CH:5][CH:4]=1.C1N=CN(C(N2C=NC=C2)=O)C=1.[CH3:27][O:28][CH2:29][CH2:30][NH2:31]. (5) The reactants are: [CH2:1]([N:8]([C:30]1[CH:31]=[CH:32][C:33]([OH:40])=[C:34]([CH:39]=1)[C:35]([O:37]C)=[O:36])[C:9](=[O:29])[CH2:10][N:11]([CH2:22][C:23]1[CH:28]=[CH:27][CH:26]=[CH:25][CH:24]=1)[S:12]([C:15]1[CH:20]=[CH:19][C:18]([CH3:21])=[CH:17][CH:16]=1)(=[O:14])=[O:13])[C:2]1[CH:7]=[CH:6][CH:5]=[CH:4][CH:3]=1. Given the product [CH2:1]([N:8]([C:30]1[CH:31]=[CH:32][C:33]([OH:40])=[C:34]([CH:39]=1)[C:35]([OH:37])=[O:36])[C:9](=[O:29])[CH2:10][N:11]([CH2:22][C:23]1[CH:28]=[CH:27][CH:26]=[CH:25][CH:24]=1)[S:12]([C:15]1[CH:16]=[CH:17][C:18]([CH3:21])=[CH:19][CH:20]=1)(=[O:14])=[O:13])[C:2]1[CH:3]=[CH:4][CH:5]=[CH:6][CH:7]=1, predict the reactants needed to synthesize it. (6) Given the product [CH2:1]([CH:5]1[N:6]2[C:7](=[CH:30][C:29](=[O:31])[C:23]([C:24]([OH:26])=[O:25])=[CH:22]2)[C:8]2[CH:9]=[C:10]([O:17][CH3:18])[C:11]([O:15][CH3:16])=[CH:12][C:13]=2[CH2:14]1)[CH:2]([CH3:4])[CH3:3], predict the reactants needed to synthesize it. The reactants are: [CH2:1]([CH:5]1[CH2:14][C:13]2[C:8](=[CH:9][C:10]([O:17][CH3:18])=[C:11]([O:15][CH3:16])[CH:12]=2)[CH:7]=[N:6]1)[CH:2]([CH3:4])[CH3:3].CN([CH:22]=[C:23]([C:29](=[O:31])[CH3:30])[C:24]([O:26]CC)=[O:25])C.Cl.O1CCOCC1. (7) Given the product [O:24]1[CH2:28][CH2:27][O:26][CH:25]1[C:29]1[CH:30]=[CH:31][C:32]([NH:35][C:36]([CH2:37][CH2:38][N:5]2[CH2:6][CH2:7][C:2]([O:8][C:9](=[O:23])[NH:10][C:11]3[CH:16]=[CH:15][CH:14]=[CH:13][C:12]=3[C:17]3[CH:22]=[CH:21][CH:20]=[CH:19][CH:18]=3)([CH3:1])[CH2:3][CH2:4]2)=[O:39])=[CH:33][CH:34]=1, predict the reactants needed to synthesize it. The reactants are: [CH3:1][C:2]1([O:8][C:9](=[O:23])[NH:10][C:11]2[CH:16]=[CH:15][CH:14]=[CH:13][C:12]=2[C:17]2[CH:22]=[CH:21][CH:20]=[CH:19][CH:18]=2)[CH2:7][CH2:6][NH:5][CH2:4][CH2:3]1.[O:24]1[CH2:28][CH2:27][O:26][CH:25]1[C:29]1[CH:34]=[CH:33][C:32]([NH:35][C:36](=[O:39])[CH:37]=[CH2:38])=[CH:31][CH:30]=1.